This data is from Forward reaction prediction with 1.9M reactions from USPTO patents (1976-2016). The task is: Predict the product of the given reaction. (1) Given the reactants [CH2:1]1[O:5][C@@H:4]2[C@H:6]([O:9][N+:10]([O-:12])=[O:11])[CH2:7][O:8][C@@H:3]2[C@H:2]1[OH:13].[CH2:14]([O:16][C:17]1[N:21]([CH2:22][C:23]2[CH:28]=[CH:27][C:26]([C:29]3[CH:34]=[CH:33][CH:32]=[CH:31][C:30]=3[C:35]3[N:39](C(C4C=CC=CC=4)(C4C=CC=CC=4)C4C=CC=CC=4)[N:38]=[N:37][N:36]=3)=[CH:25][CH:24]=2)[C:20]2[C:59]([C:63]([O:65][C:66]([CH3:81])([O:68][C:69](OC3C=CC([N+]([O-])=O)=CC=3)=[O:70])[CH3:67])=[O:64])=[CH:60][CH:61]=[CH:62][C:19]=2[N:18]=1)[CH3:15], predict the reaction product. The product is: [CH2:14]([O:16][C:17]1[N:21]([CH2:22][C:23]2[CH:28]=[CH:27][C:26]([C:29]3[CH:34]=[CH:33][CH:32]=[CH:31][C:30]=3[C:35]3[NH:36][N:37]=[N:38][N:39]=3)=[CH:25][CH:24]=2)[C:20]2[C:59]([C:63]([O:65][C:66]([O:68][C:69]([O:13][C@H:2]3[CH2:1][O:5][CH:4]4[C@H:6]([O:9][N+:10]([O-:12])=[O:11])[CH2:7][O:8][CH:3]34)=[O:70])([CH3:81])[CH3:67])=[O:64])=[CH:60][CH:61]=[CH:62][C:19]=2[N:18]=1)[CH3:15]. (2) Given the reactants [F:1][CH:2]([F:28])[C:3]1[C:4]([CH2:19][NH:20]C(=O)OC(C)(C)C)=[CH:5][C:6]([C:9]2[CH:10]=[N:11][C:12]([C:15]([F:18])([F:17])[F:16])=[N:13][CH:14]=2)=[N:7][CH:8]=1.[ClH:29], predict the reaction product. The product is: [ClH:29].[F:28][CH:2]([F:1])[C:3]1[C:4]([CH2:19][NH2:20])=[CH:5][C:6]([C:9]2[CH:14]=[N:13][C:12]([C:15]([F:18])([F:17])[F:16])=[N:11][CH:10]=2)=[N:7][CH:8]=1. (3) Given the reactants Cl[C:2]1[N:7]=[C:6]([NH:8][CH3:9])[C:5]([Cl:10])=[CH:4][N:3]=1.[NH2:11][C:12]1[C:13]([O:26][CH3:27])=[CH:14][C:15]2[N:20]([CH3:21])[C:19](=[O:22])[C:18]([CH3:24])([CH3:23])[O:17][C:16]=2[CH:25]=1.C(=O)([O-])[O-].[Cs+].[Cs+].CC1(C)C2C(=C(P(C3C=CC=CC=3)C3C=CC=CC=3)C=CC=2)OC2C(P(C3C=CC=CC=3)C3C=CC=CC=3)=CC=CC1=2, predict the reaction product. The product is: [Cl:10][C:5]1[C:6]([NH:8][CH3:9])=[N:7][C:2]([NH:11][C:12]2[C:13]([O:26][CH3:27])=[CH:14][C:15]3[N:20]([CH3:21])[C:19](=[O:22])[C:18]([CH3:24])([CH3:23])[O:17][C:16]=3[CH:25]=2)=[N:3][CH:4]=1. (4) Given the reactants [Cl:1][C:2]1[S:6][C:5]([S:7]([NH:10][C@@H:11]2[CH2:16][CH2:15][CH2:14][CH2:13][C@H:12]2[CH2:17][OH:18])(=[O:9])=[O:8])=[CH:4][CH:3]=1.C(=O)([O-])[O-].[Cs+].[Cs+].Br[CH2:26][C:27]1[CH:32]=[CH:31][C:30]([C:33]2[N:37]=[CH:36][O:35][N:34]=2)=[CH:29][CH:28]=1.O1C=NC(C2C=CC(CN([C@@H]3CCCC[C@H]3CO)S(C3C=CC(Cl)=CC=3)(=O)=O)=CC=2)=N1, predict the reaction product. The product is: [O:35]1[CH:36]=[N:37][C:33]([C:30]2[CH:31]=[CH:32][C:27]([CH2:26][N:10]([C@@H:11]3[CH2:16][CH2:15][CH2:14][CH2:13][C@H:12]3[CH2:17][OH:18])[S:7]([C:5]3[S:6][C:2]([Cl:1])=[CH:3][CH:4]=3)(=[O:9])=[O:8])=[CH:28][CH:29]=2)=[N:34]1. (5) Given the reactants [NH:1]1[C:5]2=[N:6][CH:7]=[C:8]([C:10]3[C:11]([C@@H:16]([NH2:26])[CH2:17][C:18]4[CH:23]=[C:22]([F:24])[CH:21]=[C:20]([F:25])[CH:19]=4)=[N:12][CH:13]=[N:14][CH:15]=3)[CH:9]=[C:4]2[CH:3]=[CH:2]1.[F:27][CH:28]([F:43])[C:29]1[C:37]2[CH2:36][CH2:35][CH:34]3[CH2:38][CH:33]3[C:32]=2[N:31]([CH2:39][C:40](O)=[O:41])[N:30]=1, predict the reaction product. The product is: [NH:1]1[C:5]2=[N:6][CH:7]=[C:8]([C:10]3[C:11]([CH:16]([NH:26][C:40](=[O:41])[CH2:39][N:31]4[C:32]5[CH:33]6[CH2:38][CH:34]6[CH2:35][CH2:36][C:37]=5[C:29]([CH:28]([F:43])[F:27])=[N:30]4)[CH2:17][C:18]4[CH:19]=[C:20]([F:25])[CH:21]=[C:22]([F:24])[CH:23]=4)=[N:12][CH:13]=[N:14][CH:15]=3)[CH:9]=[C:4]2[CH:3]=[CH:2]1. (6) Given the reactants [NH2:1][C:2]1[N:7]2[CH:8]=[C:9]([CH3:11])[N:10]=[C:6]2[C:5]([C:12]([NH:14][CH2:15][CH:16]2[CH2:21][CH2:20][N:19]([CH2:22][CH:23]([CH3:25])[CH3:24])[CH2:18][CH2:17]2)=[O:13])=[CH:4][C:3]=1Cl.C([O-])=O.[NH4+], predict the reaction product. The product is: [NH2:1][C:2]1[N:7]2[CH:8]=[C:9]([CH3:11])[N:10]=[C:6]2[C:5]([C:12]([NH:14][CH2:15][CH:16]2[CH2:21][CH2:20][N:19]([CH2:22][CH:23]([CH3:25])[CH3:24])[CH2:18][CH2:17]2)=[O:13])=[CH:4][CH:3]=1.